This data is from Full USPTO retrosynthesis dataset with 1.9M reactions from patents (1976-2016). The task is: Predict the reactants needed to synthesize the given product. (1) Given the product [Br:1][C:2]1[CH:9]=[CH:8][C:5]([CH:6]=[C:15]2[C:16](=[O:18])[O:17][C:12]([CH3:20])([CH3:11])[O:13][C:14]2=[O:19])=[C:4]([CH3:10])[CH:3]=1, predict the reactants needed to synthesize it. The reactants are: [Br:1][C:2]1[CH:9]=[CH:8][C:5]([CH:6]=O)=[C:4]([CH3:10])[CH:3]=1.[CH3:11][C:12]1([CH3:20])[O:17][C:16](=[O:18])[CH2:15][C:14](=[O:19])[O:13]1. (2) Given the product [CH2:58]([C:3]1([CH2:1][CH3:2])[C:4]2[C:9](=[CH:8][C:7]3[N:39]([C:40]4[CH:45]=[CH:44][C:43]([CH2:46][CH2:47][CH2:48][CH2:49][CH2:50][CH2:51][CH2:52][CH3:53])=[CH:42][CH:41]=4)[C:38]4[CH:54]=[CH:55][CH:56]=[CH:57][C:37]=4[C:6]=3[CH:5]=2)[C:10]2=[CH:11][C:12]3[N:18]([C:19]4[CH:24]=[CH:23][C:22]([CH2:25][CH2:26][CH2:27][CH2:28][CH2:29][CH2:30][CH2:31][CH3:32])=[CH:21][CH:20]=4)[C:17]4[C:16]([C:13]=3[CH:14]=[C:15]12)=[CH:36][CH:35]=[CH:34][CH:33]=4)[CH3:59], predict the reactants needed to synthesize it. The reactants are: [CH2:1]([C:3]1([CH2:58][CH3:59])[C:15]2[CH:14]=[C:13]([C:16]3[CH:36]=[CH:35][CH:34]=[CH:33][C:17]=3[NH:18][C:19]3[CH:24]=[CH:23][C:22]([CH2:25][CH2:26][CH2:27][CH2:28][CH2:29][CH2:30][CH2:31][CH3:32])=[CH:21][CH:20]=3)[CH:12]=[CH:11][C:10]=2[C:9]2[C:4]1=[CH:5][C:6]([C:37]1[CH:57]=[CH:56][CH:55]=[CH:54][C:38]=1[NH:39][C:40]1[CH:45]=[CH:44][C:43]([CH2:46][CH2:47][CH2:48][CH2:49][CH2:50][CH2:51][CH2:52][CH3:53])=[CH:42][CH:41]=1)=[CH:7][CH:8]=2)[CH3:2]. (3) The reactants are: C(OC([NH:8][C@@H:9]1[CH2:11][C@H:10]1[C:12]1[S:16][CH:15]=[C:14]([C:17]([O:19][CH3:20])=[O:18])[CH:13]=1)=O)(C)(C)C.[ClH:21].C(OCC)(=O)C. Given the product [ClH:21].[NH2:8][C@@H:9]1[CH2:11][C@H:10]1[C:12]1[S:16][CH:15]=[C:14]([C:17]([O:19][CH3:20])=[O:18])[CH:13]=1, predict the reactants needed to synthesize it.